From a dataset of Reaction yield outcomes from USPTO patents with 853,638 reactions. Predict the reaction yield, written as a fraction of the theoretical maximum amount of product (1.0 means a 100% yield; for example, 0.34 means a 34% yield). (1) The reactants are [Si:1]([O:18][CH2:19][C:20]1[C:25]([S:26]([CH3:29])(=[O:28])=[O:27])=[CH:24][C:23]([NH:30][S:31]([CH3:34])(=[O:33])=[O:32])=[C:22](I)[CH:21]=1)([C:14]([CH3:17])([CH3:16])[CH3:15])([C:8]1[CH:13]=[CH:12][CH:11]=[CH:10][CH:9]=1)[C:2]1[CH:7]=[CH:6][CH:5]=[CH:4][CH:3]=1.[CH3:36][CH:37]([CH3:42])[CH:38]([OH:41])[C:39]#[CH:40]. The catalyst is C1COCC1.CCN(CC)CC.CCOC(C)=O.Cl[Pd](Cl)([P](C1C=CC=CC=1)(C1C=CC=CC=1)C1C=CC=CC=1)[P](C1C=CC=CC=1)(C1C=CC=CC=1)C1C=CC=CC=1.[Cu]I. The product is [Si:1]([O:18][CH2:19][C:20]1[CH:21]=[C:22]2[C:23](=[CH:24][C:25]=1[S:26]([CH3:29])(=[O:28])=[O:27])[N:30]([S:31]([CH3:34])(=[O:33])=[O:32])[C:39]([CH:38]([OH:41])[CH:37]([CH3:42])[CH3:36])=[CH:40]2)([C:14]([CH3:17])([CH3:16])[CH3:15])([C:8]1[CH:13]=[CH:12][CH:11]=[CH:10][CH:9]=1)[C:2]1[CH:7]=[CH:6][CH:5]=[CH:4][CH:3]=1. The yield is 0.900. (2) The reactants are [OH:1][C:2]1[CH:11]=[C:10]2[C:5]([C:6]([O:12][C:13]3[CH:18]=[CH:17][C:16]([NH:19][C:20]([NH:22][CH2:23][CH2:24][CH3:25])=[O:21])=[C:15]([O:26][CH3:27])[CH:14]=3)=[CH:7][CH:8]=[N:9]2)=[CH:4][C:3]=1[O:28][CH3:29].C(=O)([O-])[O-].[K+].[K+].Br[CH2:37][CH2:38][CH2:39]Br.[NH:41]1[CH2:46][CH2:45][O:44][CH2:43][CH2:42]1. The catalyst is CN(C)C=O.O. The product is [CH3:27][O:26][C:15]1[CH:14]=[C:13]([O:12][C:6]2[C:5]3[C:10](=[CH:11][C:2]([O:1][CH2:37][CH2:38][CH2:39][N:41]4[CH2:46][CH2:45][O:44][CH2:43][CH2:42]4)=[C:3]([O:28][CH3:29])[CH:4]=3)[N:9]=[CH:8][CH:7]=2)[CH:18]=[CH:17][C:16]=1[NH:19][C:20]([NH:22][CH2:23][CH2:24][CH3:25])=[O:21]. The yield is 0.710.